This data is from Catalyst prediction with 721,799 reactions and 888 catalyst types from USPTO. The task is: Predict which catalyst facilitates the given reaction. (1) Product: [I:35][C:22]1[CH:21]=[CH:20][CH:19]=[CH:18][C:17]=1[C:16]1[C:10]2[N:9]=[CH:8][N:7]([C:1]3[CH:6]=[CH:5][C:4]([O:47][CH3:48])=[CH:3][CH:2]=3)[C:12](=[O:13])[C:11]=2[S:14][CH:15]=1. Reactant: [C:1]1([N:7]2[C:12](=[O:13])[C:11]3[S:14][CH:15]=[C:16]([C:17]4[CH:22]=[CH:21][CH:20]=[CH:19][CH:18]=4)[C:10]=3[N:9]=[CH:8]2)[CH:6]=[CH:5][CH:4]=[CH:3][CH:2]=1.NC1C(C2C=CC=CC=2[I:35])=CSC=1C(OC)=O.C([O:47][CH2:48]C)(OCC)OCC.COC1C=CC(N)=CC=1. The catalyst class is: 15. (2) Reactant: [CH2:1]([NH2:3])[CH3:2].[CH:4](=O)[CH:5]=[CH:6][C:7]1[CH:12]=[CH:11][CH:10]=[CH:9][CH:8]=1.[BH4-].[Na+]. Product: [CH2:1]([NH:3][CH2:4][CH:5]=[CH:6][C:7]1[CH:12]=[CH:11][CH:10]=[CH:9][CH:8]=1)[CH3:2]. The catalyst class is: 97. (3) Reactant: [F:1][C:2]1[C:3]([C:10]2[CH:19]=[CH:18][C:13]([C:14](OC)=[O:15])=[CH:12][C:11]=2[C:20]2([CH:25]=[CH2:26])[CH2:24][CH2:23][CH2:22][CH2:21]2)=[CH:4][C:5]([O:8][CH3:9])=[N:6][CH:7]=1.[H-].[H-].[H-].[H-].[Li+].[Al+3]. Product: [F:1][C:2]1[C:3]([C:10]2[CH:19]=[CH:18][C:13]([CH2:14][OH:15])=[CH:12][C:11]=2[C:20]2([CH:25]=[CH2:26])[CH2:24][CH2:23][CH2:22][CH2:21]2)=[CH:4][C:5]([O:8][CH3:9])=[N:6][CH:7]=1. The catalyst class is: 165. (4) Reactant: [CH3:1][N:2]1[CH2:7][CH2:6][N:5]([C:8]([C:10]2[CH:33]=[CH:32][C:13]3[N:14]([C:17]4[N:22]=[C:21]([NH:23][C@H:24]([C:26]5[CH:31]=[CH:30][CH:29]=[CH:28][CH:27]=5)[CH3:25])[CH:20]=[N:19][CH:18]=4)[CH:15]=[N:16][C:12]=3[CH:11]=2)=O)[CH2:4][CH2:3]1.[H-].[H-].[H-].[H-].[Li+].[Al+3].O.[OH-].[Na+]. Product: [CH3:1][N:2]1[CH2:7][CH2:6][N:5]([CH2:8][C:10]2[CH:33]=[CH:32][C:13]3[N:14]([C:17]4[N:22]=[C:21]([NH:23][C@H:24]([C:26]5[CH:27]=[CH:28][CH:29]=[CH:30][CH:31]=5)[CH3:25])[CH:20]=[N:19][CH:18]=4)[CH:15]=[N:16][C:12]=3[CH:11]=2)[CH2:4][CH2:3]1. The catalyst class is: 1. (5) Reactant: [CH2:1]([S:8][C:9]1[N:14]=[CH:13][C:12]([NH2:15])=[CH:11][C:10]=1[CH:16]([CH3:18])[CH3:17])[C:2]1[CH:7]=[CH:6][CH:5]=[CH:4][CH:3]=1.C(N(CC)CC)C.[C:26](OC(=O)C)(=[O:28])[CH3:27]. Product: [CH2:1]([S:8][C:9]1[N:14]=[CH:13][C:12]([NH:15][C:26](=[O:28])[CH3:27])=[CH:11][C:10]=1[CH:16]([CH3:18])[CH3:17])[C:2]1[CH:3]=[CH:4][CH:5]=[CH:6][CH:7]=1. The catalyst class is: 7. (6) The catalyst class is: 22. Product: [C:14]([O:18][C:19]([N:21]1[CH2:22][CH2:23][CH:24]([CH2:27][CH2:28][CH2:29][CH2:30][N:1]2[C:9]3[C:4](=[C:5]([CH:39]=[O:40])[CH:6]=[CH:7][CH:8]=3)[CH:3]=[CH:2]2)[CH2:25][CH2:26]1)=[O:20])([CH3:15])([CH3:16])[CH3:17]. Reactant: [NH:1]1[C:9]2[C:4](=[CH:5][C:6](C=O)=[CH:7][CH:8]=2)[CH:3]=[CH:2]1.[H-].[Na+].[C:14]([O:18][C:19]([N:21]1[CH2:26][CH2:25][CH:24]([CH2:27][CH2:28][CH2:29][CH2:30]OS(C)(=O)=O)[CH2:23][CH2:22]1)=[O:20])([CH3:17])([CH3:16])[CH3:15].CN([CH:39]=[O:40])C. (7) Reactant: [Br:1][C:2]1[CH:7]=[C:6]([Cl:8])[C:5]([OH:9])=[C:4]([CH3:10])[CH:3]=1.[CH2:11](Br)[C:12]1[CH:17]=[CH:16][CH:15]=[CH:14][CH:13]=1.C(=O)([O-])[O-].[K+].[K+]. Product: [Br:1][C:2]1[CH:7]=[C:6]([Cl:8])[C:5]([O:9][CH2:11][C:12]2[CH:17]=[CH:16][CH:15]=[CH:14][CH:13]=2)=[C:4]([CH3:10])[CH:3]=1. The catalyst class is: 9. (8) Reactant: [NH2:1][C:2]1[C:3]([Cl:9])=[N:4][CH:5]=[N:6][C:7]=1Cl.[C:10]([N:18]=[C:19]=[S:20])(=[O:17])[C:11]1[CH:16]=[CH:15][CH:14]=[CH:13][CH:12]=1. Product: [Cl:9][C:3]1[C:2]2[N:1]=[C:19]([NH:18][C:10](=[O:17])[C:11]3[CH:12]=[CH:13][CH:14]=[CH:15][CH:16]=3)[S:20][C:7]=2[N:6]=[CH:5][N:4]=1. The catalyst class is: 21. (9) Reactant: [OH-].[Na+].[NH2:3][C@H:4]([C:8]([OH:10])=[O:9])[CH:5]([CH3:7])[CH3:6].C([O-])([O-])=O.[Na+].[Na+].Cl[C:18]([O:20][CH3:21])=[O:19]. Product: [CH3:21][O:20][C:18]([NH:3][C@@H:4]([CH:5]([CH3:7])[CH3:6])[C:8]([OH:10])=[O:9])=[O:19]. The catalyst class is: 97. (10) Reactant: [CH3:1][C:2]1[CH:7]=[CH:6][C:5]([S:8]([N:11]2[CH2:17][CH2:16][C:15]3[CH:18]=[CH:19][C:20]([N+:22]([O-])=O)=[CH:21][C:14]=3[CH2:13][CH2:12]2)(=[O:10])=[O:9])=[CH:4][CH:3]=1. Product: [CH3:1][C:2]1[CH:3]=[CH:4][C:5]([S:8]([N:11]2[CH2:17][CH2:16][C:15]3[CH:18]=[CH:19][C:20]([NH2:22])=[CH:21][C:14]=3[CH2:13][CH2:12]2)(=[O:10])=[O:9])=[CH:6][CH:7]=1. The catalyst class is: 312.